Dataset: Reaction yield outcomes from USPTO patents with 853,638 reactions. Task: Predict the reaction yield, written as a fraction of the theoretical maximum amount of product (1.0 means a 100% yield; for example, 0.34 means a 34% yield). (1) The product is [CH2:11]([NH:10][C:8](=[O:9])[NH:7][CH2:6][CH2:5][CH2:4][CH2:3][CH2:2][O:16][C:17]1[C:22]2[N:23]=[C:24]([NH:26][C:27](=[O:29])[CH3:28])[S:25][C:21]=2[CH:20]=[CH:19][CH:18]=1)[CH2:12][CH2:13][CH2:14][CH3:15]. The catalyst is CN(C=O)C.O. The yield is 0.400. The reactants are Br[CH2:2][CH2:3][CH2:4][CH2:5][CH2:6][NH:7][C:8]([NH:10][CH2:11][CH2:12][CH2:13][CH2:14][CH3:15])=[O:9].[OH:16][C:17]1[C:22]2[N:23]=[C:24]([NH:26][C:27](=[O:29])[CH3:28])[S:25][C:21]=2[CH:20]=[CH:19][CH:18]=1.C([O-])([O-])=O.[K+].[K+]. (2) The reactants are C([NH:4][C:5]1[C:6]([N+:16]([O-:18])=[O:17])=[C:7]([C:12]([Br:15])=[CH:13][CH:14]=1)[C:8]([O:10][CH3:11])=[O:9])(=O)C.C(=O)([O-])O.[Na+]. The catalyst is CO. The product is [NH2:4][C:5]1[C:6]([N+:16]([O-:18])=[O:17])=[C:7]([C:12]([Br:15])=[CH:13][CH:14]=1)[C:8]([O:10][CH3:11])=[O:9]. The yield is 1.00. (3) The reactants are [F:1][C:2]1[CH:7]=[CH:6][CH:5]=[C:4]([F:8])[C:3]=1[N:9]1[C:14]2[N:15]=[C:16](S(C)(=O)=O)[N:17]=[C:18]([C:19]3[CH:24]=[CH:23][C:22]([F:25])=[CH:21][C:20]=3[CH3:26])[C:13]=2[CH:12]=[CH:11][C:10]1=[O:31].[NH2:32][CH2:33][CH2:34][CH2:35][N:36]1[CH2:40][CH2:39][CH2:38][C:37]1=[O:41]. No catalyst specified. The product is [F:1][C:2]1[CH:7]=[CH:6][CH:5]=[C:4]([F:8])[C:3]=1[N:9]1[C:14]2[N:15]=[C:16]([NH:32][CH2:33][CH2:34][CH2:35][N:36]3[CH2:40][CH2:39][CH2:38][C:37]3=[O:41])[N:17]=[C:18]([C:19]3[CH:24]=[CH:23][C:22]([F:25])=[CH:21][C:20]=3[CH3:26])[C:13]=2[CH:12]=[CH:11][C:10]1=[O:31]. The yield is 0.850. (4) The reactants are [CH3:1][O:2][C:3]1[CH:8]=[CH:7][C:6]([C:9]2[CH:10]=[C:11]3[C:16]4=[C:17]([CH:19]5[CH2:24][N:23](C(OC(C)(C)C)=O)[CH2:22][CH2:21][CH:20]5[N:15]4[CH2:14][CH2:13][CH2:12]3)[CH:18]=2)=[C:5]([C:32]([F:35])([F:34])[F:33])[CH:4]=1. The catalyst is CC#N. The product is [CH3:1][O:2][C:3]1[CH:8]=[CH:7][C:6]([C:9]2[CH:10]=[C:11]3[C:16]4=[C:17]([C:19]5[CH2:24][NH:23][CH2:22][CH2:21][C:20]=5[N:15]4[CH2:14][CH2:13][CH2:12]3)[CH:18]=2)=[C:5]([C:32]([F:35])([F:33])[F:34])[CH:4]=1. The yield is 0.980. (5) The reactants are [Br:1][C:2]1[S:6][C:5]([CH2:7][S:8](CCC(OC)=O)(=[O:10])=[O:9])=[N:4][CH:3]=1.C[O-].[Na+].CC([O-])=O.[Na+].[NH2:25]OS(O)(=O)=O. The catalyst is C1COCC1.O. The product is [Br:1][C:2]1[S:6][C:5]([CH2:7][S:8]([NH2:25])(=[O:10])=[O:9])=[N:4][CH:3]=1. The yield is 0.480. (6) The reactants are [OH:1][C:2]12[C:13]3[C:8](=[CH:9][CH:10]=[CH:11][CH:12]=3)[C:7](=O)[C:6]1([OH:15])[C:5]1[CH:16]=[CH:17][C:18]([CH:20]([CH3:22])[CH3:21])=[CH:19][C:4]=1[O:3]2.O.NN.[OH-].[K+]. The catalyst is C(O)COCCO. The product is [OH:15][C:6]1([C:5]2[CH:16]=[CH:17][C:18]([CH:20]([CH3:21])[CH3:22])=[CH:19][C:4]=2[OH:3])[CH2:7][C:8]2[C:13](=[CH:12][CH:11]=[CH:10][CH:9]=2)[C:2]1=[O:1]. The yield is 0.0650.